Dataset: Full USPTO retrosynthesis dataset with 1.9M reactions from patents (1976-2016). Task: Predict the reactants needed to synthesize the given product. (1) Given the product [CH3:11][C:2]([C:12]1[CH:17]=[CH:16][CH:15]=[CH:14][N:13]=1)([CH3:1])[C@@H:3]([C:5]1[CH:10]=[CH:9][CH:8]=[CH:7][CH:6]=1)[NH2:4].[C:5]1([C:3](=[O:21])[CH:2]([C:12]2[CH:17]=[CH:16][CH:15]=[CH:14][N:13]=2)[CH3:1])[CH:10]=[CH:9][CH:8]=[CH:7][CH:6]=1, predict the reactants needed to synthesize it. The reactants are: [CH3:1][C:2]([C:12]1[CH:17]=[CH:16][CH:15]=[CH:14][N:13]=1)([CH3:11])[CH:3]([C:5]1[CH:10]=[CH:9][CH:8]=[CH:7][CH:6]=1)[NH2:4].Cl.C(OC(C)C)(=[O:21])C. (2) The reactants are: [CH3:1][C:2]1[CH:33]=[CH:32][C:5]([C:6]([NH:8][C:9]2[CH:31]=[CH:30][C:12]([O:13][CH2:14][CH2:15][C:16]3[N:21]=[C:20]([NH:22]C(=O)OC(C)(C)C)[CH:19]=[CH:18][CH:17]=3)=[CH:11][CH:10]=2)=[O:7])=[C:4]([N:34]2[CH2:39][CH2:38][CH:37]([CH3:40])[CH2:36][CH2:35]2)[CH:3]=1.FC(F)(F)C(O)=O. Given the product [NH2:22][C:20]1[N:21]=[C:16]([CH2:15][CH2:14][O:13][C:12]2[CH:11]=[CH:10][C:9]([NH:8][C:6](=[O:7])[C:5]3[CH:32]=[CH:33][C:2]([CH3:1])=[CH:3][C:4]=3[N:34]3[CH2:39][CH2:38][CH:37]([CH3:40])[CH2:36][CH2:35]3)=[CH:31][CH:30]=2)[CH:17]=[CH:18][CH:19]=1, predict the reactants needed to synthesize it. (3) Given the product [F:15][C:10]1[C:9]([C:3]2[CH:4]=[C:5]([CH:7]=[O:8])[S:6][C:2]=2[S:29]([C:26]2[CH:27]=[N:28][C:23]([CH3:22])=[CH:24][CH:25]=2)(=[O:31])=[O:30])=[CH:14][CH:13]=[CH:12][N:11]=1, predict the reactants needed to synthesize it. The reactants are: Br[C:2]1[S:6][C:5]([CH:7]=[O:8])=[CH:4][C:3]=1[C:9]1[C:10]([F:15])=[N:11][CH:12]=[CH:13][CH:14]=1.N1C=CC=CC=1.[CH3:22][C:23]1[N:28]=[CH:27][C:26]([S:29]([O-:31])=[O:30])=[CH:25][CH:24]=1.[Na+].C(=O)([O-])O.[Na+].